This data is from Forward reaction prediction with 1.9M reactions from USPTO patents (1976-2016). The task is: Predict the product of the given reaction. (1) The product is: [CH:8]1([CH2:11][N:12]([CH2:13][CH2:14][CH3:15])[C:17]2[CH:24]=[CH:23][C:20]([C:21]#[N:22])=[C:19]([C:25]([F:28])([F:27])[F:26])[CH:18]=2)[CH2:10][CH2:9]1. Given the reactants CN1CCOCC1.[CH:8]1([CH2:11][NH:12][CH2:13][CH2:14][CH3:15])[CH2:10][CH2:9]1.F[C:17]1[CH:24]=[CH:23][C:20]([C:21]#[N:22])=[C:19]([C:25]([F:28])([F:27])[F:26])[CH:18]=1.C(N=C=O)C1C=CC=CC=1.[N-]=C=O.C(O)C(N)(CO)CO, predict the reaction product. (2) The product is: [CH3:32][N:23]([C:24]1[CH:29]=[CH:28][N:27]=[C:26]([S:30][CH3:31])[N:25]=1)[C:18]1[C:17]2[CH:16]=[N:15][NH:14][C:22]=2[CH:21]=[CH:20][CH:19]=1. Given the reactants CC(C)([O-])C.[K+].C([N:14]1[C:22]2[CH:21]=[CH:20][CH:19]=[C:18]([N:23]([CH3:32])[C:24]3[CH:29]=[CH:28][N:27]=[C:26]([S:30][CH3:31])[N:25]=3)[C:17]=2[CH:16]=[N:15]1)C1C=CC=CC=1.C1COCC1, predict the reaction product. (3) Given the reactants C([N:8]1[C@H:13]([CH3:14])[CH2:12][CH:11]([N:15]([CH2:37][CH3:38])[C:16]2[C:17]([CH3:36])=[C:18]([CH:32]=[C:33]([F:35])[CH:34]=2)[C:19]([NH:21][CH2:22][C:23]2[C:24](=[O:31])[NH:25][C:26]([CH3:30])=[CH:27][C:28]=2[CH3:29])=[O:20])[CH2:10][C@H:9]1[CH3:39])C1C=CC=CC=1, predict the reaction product. The product is: [CH3:29][C:28]1[CH:27]=[C:26]([CH3:30])[NH:25][C:24](=[O:31])[C:23]=1[CH2:22][NH:21][C:19](=[O:20])[C:18]1[CH:32]=[C:33]([F:35])[CH:34]=[C:16]([N:15]([CH:11]2[CH2:10][C@@H:9]([CH3:39])[NH:8][C@H:13]([CH3:14])[CH2:12]2)[CH2:37][CH3:38])[C:17]=1[CH3:36].